This data is from Forward reaction prediction with 1.9M reactions from USPTO patents (1976-2016). The task is: Predict the product of the given reaction. (1) The product is: [CH3:12][O:13][CH:10]([CH:8]([OH:9])[CH:6]([O:5][CH3:4])[CH3:7])[CH3:11]. Given the reactants CO[Na].[CH3:4][O:5][CH:6]([CH:8]1[CH:10]([CH3:11])[O:9]1)[CH3:7].[CH3:12][OH:13].OS(O)(=O)=O, predict the reaction product. (2) Given the reactants [Cl-].[Al+3].[Cl-].[Cl-].Cl[C:6](=[O:12])[C:7]([O:9][CH2:10][CH3:11])=[O:8].[C:13]1([O:19][CH3:20])[CH:18]=[CH:17][CH:16]=[CH:15][CH:14]=1, predict the reaction product. The product is: [CH3:20][O:19][C:13]1[CH:18]=[CH:17][C:16]([C:6](=[O:12])[C:7]([O:9][CH2:10][CH3:11])=[O:8])=[CH:15][CH:14]=1. (3) Given the reactants [NH2:1][C:2]1[C:3]([C:25]#[C:26][CH2:27][NH:28][C:29](=[O:31])[O-:30])=[N:4][CH:5]=[N:6][C:7]=1[NH:8][C:9]1[CH:14]=[CH:13][C:12]([O:15][CH2:16][C:17]2[CH:22]=[CH:21][CH:20]=[C:19]([F:23])[CH:18]=2)=[C:11]([Cl:24])[CH:10]=1, predict the reaction product. The product is: [Cl:24][C:11]1[CH:10]=[C:9]([NH:8][C:7]2[C:2]3[NH:1][C:26]([CH2:27][NH:28][C:29](=[O:30])[O:31][C:17]([CH3:22])([CH3:18])[CH3:16])=[CH:25][C:3]=3[N:4]=[CH:5][N:6]=2)[CH:14]=[CH:13][C:12]=1[O:15][CH2:16][C:17]1[CH:22]=[CH:21][CH:20]=[C:19]([F:23])[CH:18]=1. (4) The product is: [CH3:30][O:31][N:32]=[C:17]1[C:16]2[C:11](=[CH:12][CH:13]=[C:14]([C:20]([O:22][CH3:23])=[O:21])[CH:15]=2)[O:10][C@@H:9]([C:5]2[CH:6]=[CH:7][CH:8]=[C:3]([O:2][CH3:1])[CH:4]=2)[CH2:18]1. Given the reactants [CH3:1][O:2][C:3]1[CH:4]=[C:5]([C@H:9]2[CH2:18][C:17](=O)[C:16]3[C:11](=[CH:12][CH:13]=[C:14]([C:20]([O:22][CH3:23])=[O:21])[CH:15]=3)[O:10]2)[CH:6]=[CH:7][CH:8]=1.C([O-])(=O)C.[Na+].Cl.[CH3:30][O:31][NH2:32], predict the reaction product.